From a dataset of Reaction yield outcomes from USPTO patents with 853,638 reactions. Predict the reaction yield, written as a fraction of the theoretical maximum amount of product (1.0 means a 100% yield; for example, 0.34 means a 34% yield). (1) The reactants are [Cl:1][C:2]1[C:3]2[C:10]([NH:11][C@H:12]([C@@H:16]([OH:18])[CH3:17])[C:13]([OH:15])=O)=[CH:9][CH:8]=[C:7]([C:19]#[N:20])[C:4]=2[S:5][CH:6]=1.[C:21]([C:23]1[CH:32]=[CH:31][C:26]([C:27]([NH:29][NH2:30])=[O:28])=[CH:25][CH:24]=1)#[N:22].C1C=CC2N(O)N=NC=2C=1.C(Cl)CCl.CCN(CC)CC. The catalyst is C1COCC1.CN(C=O)C. The product is [Cl:1][C:2]1[C:3]2[C:10]([NH:11][C@H:12]([C@@H:16]([OH:18])[CH3:17])[C:13]([NH:30][NH:29][C:27](=[O:28])[C:26]3[CH:25]=[CH:24][C:23]([C:21]#[N:22])=[CH:32][CH:31]=3)=[O:15])=[CH:9][CH:8]=[C:7]([C:19]#[N:20])[C:4]=2[S:5][CH:6]=1. The yield is 0.740. (2) The reactants are [Cl:1][C:2]1[CH:7]=[CH:6][C:5]([NH:8][C:9]2[C:10]([CH3:19])=[C:11]([CH:16]=[CH:17][CH:18]=2)[C:12]([O:14][CH3:15])=[O:13])=[C:4]([NH:20][C:21]([C@H:23]2[CH2:27][CH2:26][CH2:25][O:24]2)=O)[CH:3]=1. The catalyst is O. The product is [Cl:1][C:2]1[CH:7]=[CH:6][C:5]2[N:8]([C:9]3[C:10]([CH3:19])=[C:11]([CH:16]=[CH:17][CH:18]=3)[C:12]([O:14][CH3:15])=[O:13])[C:21]([C@H:23]3[CH2:27][CH2:26][CH2:25][O:24]3)=[N:20][C:4]=2[CH:3]=1. The yield is 0.810.